From a dataset of Full USPTO retrosynthesis dataset with 1.9M reactions from patents (1976-2016). Predict the reactants needed to synthesize the given product. (1) Given the product [OH:10][C:11]1[CH:23]=[CH:22][CH:21]=[CH:20][C:12]=1[C:13]([NH:15][CH2:16][C:17](=[O:19])[N:48]1[CH2:49][CH2:50][N:45]([C:51](=[O:52])[C:53]2[CH:58]=[CH:57][CH:56]=[CH:55][C:54]=2[C:59]([F:62])([F:60])[F:61])[CH2:46][CH2:47]1)=[O:14], predict the reactants needed to synthesize it. The reactants are: CCN(C(C)C)C(C)C.[OH:10][C:11]1[CH:23]=[CH:22][CH:21]=[CH:20][C:12]=1[C:13]([NH:15][CH2:16][C:17]([OH:19])=O)=[O:14].CCN=C=NCCCN(C)C.C1C=CC2N(O)N=NC=2C=1.[N:45]1([C:51]([C:53]2[CH:58]=[CH:57][CH:56]=[CH:55][C:54]=2[C:59]([F:62])([F:61])[F:60])=[O:52])[CH2:50][CH2:49][NH:48][CH2:47][CH2:46]1. (2) The reactants are: [CH2:1]([O:6][C:7](=[O:18])[CH2:8][CH2:9][C:10]([O:12][CH2:13][CH2:14][C:15]#[C:16][CH3:17])=[O:11])CC#CC. Given the product [O:6]1[CH2:1][CH2:17][C:16]#[C:15][CH2:14][CH2:13][O:12][C:10](=[O:11])[CH2:9][CH2:8][C:7]1=[O:18], predict the reactants needed to synthesize it.